Predict which catalyst facilitates the given reaction. From a dataset of Catalyst prediction with 721,799 reactions and 888 catalyst types from USPTO. (1) Reactant: [Br:1][C:2]1[CH:10]=[C:9]2[C:5]([C:6]([NH2:12])=[N:7][N:8]2[CH3:11])=[CH:4][CH:3]=1.[O:13]1[CH2:18][CH2:17][C:16](=O)[CH2:15][CH2:14]1.C([BH3-])#N.[Na+]. Product: [Br:1][C:2]1[CH:10]=[C:9]2[C:5]([C:6]([NH:12][CH:16]3[CH2:17][CH2:18][O:13][CH2:14][CH2:15]3)=[N:7][N:8]2[CH3:11])=[CH:4][CH:3]=1. The catalyst class is: 404. (2) Reactant: [CH3:1][C:2]1[CH:3]=[C:4]([CH3:29])[C:5]2[C:6]([N:28]=1)=[N:7][N:8]1[C:13](=[O:14])[CH:12]=[C:11]([CH:15]3[CH2:20][CH2:19][N:18](C(OC(C)(C)C)=O)[CH2:17][CH2:16]3)[NH:10][C:9]=21.[ClH:30]. Product: [ClH:30].[CH3:1][C:2]1[CH:3]=[C:4]([CH3:29])[C:5]2[C:6]([N:28]=1)=[N:7][N:10]1[C:11]([CH:15]3[CH2:20][CH2:19][NH:18][CH2:17][CH2:16]3)=[CH:12][C:13](=[O:14])[NH:8][C:9]=21. The catalyst class is: 71. (3) Reactant: [C:1]([SiH2:5][O:6][C:7]([CH3:23])([CH3:22])[C:8]1[CH:13]=[CH:12][C:11]([CH2:14][CH:15]([O:19][CH2:20][CH3:21])[C:16]([OH:18])=[O:17])=[CH:10][CH:9]=1)([CH3:4])([CH3:3])[CH3:2].[Cl:24][C:25]([Cl:29])([Cl:28])[CH2:26]O.C(Cl)CCl.Cl. Product: [Cl:24][C:25]([Cl:29])([Cl:28])[CH2:26][O:17][C:16](=[O:18])[CH:15]([O:19][CH2:20][CH3:21])[CH2:14][C:11]1[CH:12]=[CH:13][C:8]([C:7]([CH3:22])([CH3:23])[O:6][SiH2:5][C:1]([CH3:3])([CH3:4])[CH3:2])=[CH:9][CH:10]=1. The catalyst class is: 64. (4) Reactant: [CH2:1]([O:8][CH2:9][C@@H:10]1[CH2:13][C@H:12]([OH:14])[CH2:11]1)[C:2]1[CH:7]=[CH:6][CH:5]=[CH:4][CH:3]=1.[CH3:15][S:16](Cl)(=[O:18])=[O:17]. Product: [CH3:15][S:16]([O:14][C@H:12]1[CH2:13][C@@H:10]([CH2:9][O:8][CH2:1][C:2]2[CH:7]=[CH:6][CH:5]=[CH:4][CH:3]=2)[CH2:11]1)(=[O:18])=[O:17]. The catalyst class is: 17. (5) Reactant: BrN1C(=O)CCC1=O.[CH3:9][C:10]1[CH:11]=[C:12]([CH:38]=[CH:39][C:40]=1[S:41][CH3:42])[CH2:13][NH:14][C:15]([C:17]1[C:22](=[O:23])[C:21]([C:24]2[CH:29]=[CH:28][CH:27]=[C:26]([C:30]([F:33])([F:32])[F:31])[CH:25]=2)=[C:20]([CH3:34])[N:19]([CH:35]([CH3:37])[CH3:36])[CH:18]=1)=[O:16].[N:43]#[C:44][NH2:45].CC(C)([O-])C.[K+].S([O-])([O-])(=O)=S.[Na+].[Na+]. Product: [CH3:9][C:10]1[CH:11]=[C:12]([CH:38]=[CH:39][C:40]=1[S:41]([CH3:42])=[N:45][C:44]#[N:43])[CH2:13][NH:14][C:15]([C:17]1[C:22](=[O:23])[C:21]([C:24]2[CH:29]=[CH:28][CH:27]=[C:26]([C:30]([F:33])([F:32])[F:31])[CH:25]=2)=[C:20]([CH3:34])[N:19]([CH:35]([CH3:37])[CH3:36])[CH:18]=1)=[O:16]. The catalyst class is: 5. (6) Reactant: [CH2:1]([N:8]([CH2:27][C:28]1[CH:33]=[CH:32][CH:31]=[CH:30][CH:29]=1)[C@H:9]([C@H:17]([OH:26])[CH:18]([N+:23]([O-])=O)[CH2:19][CH2:20][CH:21]=[CH2:22])[CH2:10][C:11]1[CH:16]=[CH:15][CH:14]=[CH:13][CH:12]=1)[C:2]1[CH:7]=[CH:6][CH:5]=[CH:4][CH:3]=1.Cl. Product: [NH2:23][CH:18]([CH2:19][CH2:20][CH:21]=[CH2:22])[C@@H:17]([OH:26])[C@@H:9]([N:8]([CH2:27][C:28]1[CH:29]=[CH:30][CH:31]=[CH:32][CH:33]=1)[CH2:1][C:2]1[CH:3]=[CH:4][CH:5]=[CH:6][CH:7]=1)[CH2:10][C:11]1[CH:16]=[CH:15][CH:14]=[CH:13][CH:12]=1. The catalyst class is: 490.